This data is from Full USPTO retrosynthesis dataset with 1.9M reactions from patents (1976-2016). The task is: Predict the reactants needed to synthesize the given product. (1) Given the product [Br:40][CH2:38][C:28]1[O:29][C:30](=[O:37])[C:31]2[C:36]([C:27]=1[C:22]1[CH:23]=[CH:24][CH:25]=[CH:26][C:21]=1[F:20])=[CH:35][CH:34]=[CH:33][CH:32]=2, predict the reactants needed to synthesize it. The reactants are: C1(P(C2C=CC=CC=2)C2C=CC=CC=2)C=CC=CC=1.[F:20][C:21]1[CH:26]=[CH:25][CH:24]=[CH:23][C:22]=1[C:27]1[C:36]2[C:31](=[CH:32][CH:33]=[CH:34][CH:35]=2)[C:30](=[O:37])[O:29][C:28]=1[CH2:38]O.[Br:40]C(Br)(Br)Br.C(Cl)Cl. (2) Given the product [CH3:38][N:26]([CH3:25])[CH:27]=[CH:28][C:29]([C:31]1[CH:32]=[CH:33][C:34]([OH:37])=[CH:35][CH:36]=1)=[O:30].[O:30]1[C:29]([C:31]2[CH:36]=[CH:35][C:34]([OH:37])=[CH:33][CH:32]=2)=[CH:28][CH:27]=[N:26]1, predict the reactants needed to synthesize it. The reactants are: CC(C1C=CC(O)=CC=1)=O.CN(C)C=CC(C1C=CC=C(O)C=1)=O.[CH3:25][N:26]([CH3:38])[CH:27]=[CH:28][C:29]([C:31]1[CH:36]=[CH:35][C:34]([OH:37])=[CH:33][CH:32]=1)=[O:30].O1C(C2C=C(O)C=CC=2)=CC=N1. (3) Given the product [CH2:1]([N:8]1[CH:17]=[C:16]([C:25]2[C:21]([CH3:20])=[N:22][O:23][C:24]=2[CH3:29])[C:15]2[N:14]=[CH:13][CH:12]=[CH:11][C:10]=2[C:9]1=[O:19])[C:2]1[CH:7]=[CH:6][CH:5]=[CH:4][CH:3]=1, predict the reactants needed to synthesize it. The reactants are: [CH2:1]([N:8]1[CH:17]=[C:16](Br)[C:15]2[N:14]=[CH:13][CH:12]=[CH:11][C:10]=2[C:9]1=[O:19])[C:2]1[CH:7]=[CH:6][CH:5]=[CH:4][CH:3]=1.[CH3:20][C:21]1[C:25](B(O)O)=[C:24]([CH3:29])[O:23][N:22]=1.C([O-])([O-])=O.[Na+].[Na+]. (4) Given the product [NH2:28][C:23]1[C:22]([C:18]2[CH:17]=[C:16]([C@@H:14]([NH:13][C:6](=[O:8])[CH:5]=[CH:4][C:3]3[CH:9]=[CH:10][CH:11]=[CH:12][C:2]=3[F:1])[CH3:15])[CH:21]=[CH:20][CH:19]=2)=[C:26]([CH3:27])[O:25][N:24]=1, predict the reactants needed to synthesize it. The reactants are: [F:1][C:2]1[CH:12]=[CH:11][CH:10]=[CH:9][C:3]=1[CH:4]=[CH:5][C:6]([OH:8])=O.[NH2:13][C@H:14]([C:16]1[CH:17]=[C:18]([C:22]2[C:23]([NH2:28])=[N:24][O:25][C:26]=2[CH3:27])[CH:19]=[CH:20][CH:21]=1)[CH3:15].